This data is from Reaction yield outcomes from USPTO patents with 853,638 reactions. The task is: Predict the reaction yield, written as a fraction of the theoretical maximum amount of product (1.0 means a 100% yield; for example, 0.34 means a 34% yield). The reactants are C(N([P:8]([N:12]([CH:16]([CH3:18])[CH3:17])[CH:13]([CH3:15])[CH3:14])(Cl)([O-:10])[O-:9])C(C)C)(C)C.[C:19]([NH:27][C:28]1[C:29]2[N:30]=[CH:31][N:32]([C:64]=2[N:65]=[CH:66][N:67]=1)[C@@H:33]1[O:63][C@H:37]([CH2:38][O:39][C:40]([C:57]2[CH:62]=[CH:61][CH:60]=[CH:59][CH:58]=2)([C:49]2[CH:54]=[CH:53][C:52]([O:55][CH3:56])=[CH:51][CH:50]=2)[C:41]2[CH:46]=[CH:45][C:44]([O:47][CH3:48])=[CH:43][CH:42]=2)[C@@H:35]([OH:36])[CH2:34]1)(=[O:26])[C:20]1[CH:25]=[CH:24][CH:23]=[CH:22][CH:21]=1.C(N(C(C)C)C(C)C)C.[C:77]([O:80][C@@H:81]1[C@@H:93]([O:94][C:95](=[O:97])[CH3:96])[C@H:92]([O:98][C:99](=[O:101])[CH3:100])[C@@H:91]([CH2:102][O:103][C:104](=[O:106])[CH3:105])[O:90][C@H:82]1[O:83][CH2:84][CH2:85][O:86][CH2:87][CH2:88]O)(=[O:79])[CH3:78].N1C=NN=N1. The catalyst is ClCCl. The product is [C:19]([NH:27][C:28]1[C:29]2[N:30]=[CH:31][N:32]([C:64]=2[N:65]=[CH:66][N:67]=1)[C@@H:33]1[O:63][C@H:37]([CH2:38][O:39][C:40]([C:57]2[CH:62]=[CH:61][CH:60]=[CH:59][CH:58]=2)([C:49]2[CH:54]=[CH:53][C:52]([O:55][CH3:56])=[CH:51][CH:50]=2)[C:41]2[CH:42]=[CH:43][C:44]([O:47][CH3:48])=[CH:45][CH:46]=2)[C@@H:35]([O:36][P:8]([N:12]([CH:13]([CH3:14])[CH3:15])[CH:16]([CH3:17])[CH3:18])([O:9][CH2:88][CH2:87][O:86][CH2:85][CH2:84][O:83][C@@H:82]2[O:90][C@H:91]([CH2:102][O:103][C:104](=[O:106])[CH3:105])[C@@H:92]([O:98][C:99](=[O:101])[CH3:100])[C@H:93]([O:94][C:95](=[O:97])[CH3:96])[C@H:81]2[O:80][C:77](=[O:79])[CH3:78])=[O:10])[CH2:34]1)(=[O:26])[C:20]1[CH:25]=[CH:24][CH:23]=[CH:22][CH:21]=1. The yield is 0.708.